This data is from Retrosynthesis with 50K atom-mapped reactions and 10 reaction types from USPTO. The task is: Predict the reactants needed to synthesize the given product. (1) Given the product CCOC(=O)COc1ccc(CN)cc1, predict the reactants needed to synthesize it. The reactants are: CCOC(=O)COc1ccc(CNC(=O)OC(C)(C)C)cc1. (2) Given the product CN(C)C1CCN(c2nc(Br)cnc2N)CC1, predict the reactants needed to synthesize it. The reactants are: CN(C)C1CCNCC1.Nc1ncc(Br)nc1Br. (3) Given the product Cc1nn(CC(C)CO)c(-c2ccc(F)cc2)c1Br, predict the reactants needed to synthesize it. The reactants are: C=C(C)Cn1nc(C)c(Br)c1-c1ccc(F)cc1.OO. (4) Given the product COc1c(C=O)ccc2c1CCC2, predict the reactants needed to synthesize it. The reactants are: CI.O=Cc1ccc2c(c1O)CCC2.